Dataset: Catalyst prediction with 721,799 reactions and 888 catalyst types from USPTO. Task: Predict which catalyst facilitates the given reaction. (1) Reactant: [CH2:1]([N:3]([CH:28]1[CH2:33][CH2:32][NH:31][CH2:30][CH2:29]1)[C:4]1[C:19]2[CH2:18][CH:17]=[CH:16][CH2:15][CH2:14][C:13]3[CH:20]=[C:21]([CH3:26])[N:22]=[C:23]([O:24]C)[C:12]=3[CH2:11][NH:10][C:9](=[O:27])[C:8]=2[CH:7]=[CH:6][CH:5]=1)[CH3:2].[Si](OCC=O)(C(C)(C)C)(C)C.[CH3:45][C:46]([OH:48])=O.[BH3-]C#N.[Na+].Cl. Product: [CH2:1]([N:3]([CH:28]1[CH2:33][CH2:32][N:31]([CH2:45][CH2:46][OH:48])[CH2:30][CH2:29]1)[C:4]1[C:19]2[CH2:18][CH:17]=[CH:16][CH2:15][CH2:14][C:13]3[CH:20]=[C:21]([CH3:26])[NH:22][C:23](=[O:24])[C:12]=3[CH2:11][NH:10][C:9](=[O:27])[C:8]=2[CH:7]=[CH:6][CH:5]=1)[CH3:2]. The catalyst class is: 71. (2) Reactant: [Cl:1][C:2]1[CH:7]=[C:6]([Cl:8])[CH:5]=[CH:4][C:3]=1[OH:9].[Br:10][CH2:11][CH2:12]Br.[OH-].[Na+]. Product: [Br:10][CH2:11][CH2:12][O:9][C:3]1[CH:4]=[CH:5][C:6]([Cl:8])=[CH:7][C:2]=1[Cl:1]. The catalyst class is: 6. (3) Reactant: [I-].[Na+].Cl[Si](C)(C)C.[CH:8]1([CH2:11][N:12]2[CH:17]=[C:16]([O:18]C)[C:15](=[O:20])[C:14]([C:21]3[N:25]([C:26]4[CH:31]=[CH:30][CH:29]=[CH:28][CH:27]=4)[N:24]=[CH:23][CH:22]=3)=[N:13]2)[CH2:10][CH2:9]1.O. Product: [CH:8]1([CH2:11][N:12]2[CH:17]=[C:16]([OH:18])[C:15](=[O:20])[C:14]([C:21]3[N:25]([C:26]4[CH:31]=[CH:30][CH:29]=[CH:28][CH:27]=4)[N:24]=[CH:23][CH:22]=3)=[N:13]2)[CH2:9][CH2:10]1. The catalyst class is: 10. (4) Reactant: [O:1]1[CH2:6][CH2:5][N:4]([C:7]([C:9]2[NH:20][C:12]3=[N:13][CH:14]=[C:15]([N+:17]([O-])=O)[CH:16]=[C:11]3[CH:10]=2)=[O:8])[CH2:3][CH2:2]1.[H][H]. Product: [NH2:17][C:15]1[CH:16]=[C:11]2[CH:10]=[C:9]([C:7]([N:4]3[CH2:5][CH2:6][O:1][CH2:2][CH2:3]3)=[O:8])[NH:20][C:12]2=[N:13][CH:14]=1. The catalyst class is: 43. (5) Reactant: [H-].[Na+].[F:3][C:4]([F:14])([F:13])[C:5]1[CH:12]=[CH:11][CH:10]=[CH:9][C:6]=1[CH2:7][OH:8].[C:15]([C:17]1[CH:22]=[C:21](Cl)[CH:20]=[CH:19][N:18]=1)#[N:16].[Cl-].[NH4+]. Product: [F:3][C:4]([F:13])([F:14])[C:5]1[CH:12]=[CH:11][CH:10]=[CH:9][C:6]=1[CH2:7][O:8][C:21]1[CH:20]=[CH:19][N:18]=[C:17]([C:15]#[N:16])[CH:22]=1. The catalyst class is: 9.